This data is from Reaction yield outcomes from USPTO patents with 853,638 reactions. The task is: Predict the reaction yield, written as a fraction of the theoretical maximum amount of product (1.0 means a 100% yield; for example, 0.34 means a 34% yield). (1) The reactants are [C:1]([C:3]1[CH:18]=[CH:17][C:6]([C:7]([NH:9][CH:10]2[CH2:16][CH2:15][CH2:14][CH2:13][CH2:12][CH2:11]2)=[O:8])=[C:5]([F:19])[CH:4]=1)#[N:2].C(O)C.O.[H][H]. The catalyst is [Pd].C(O)(=O)C. The product is [NH2:2][CH2:1][C:3]1[CH:18]=[CH:17][C:6]([C:7]([NH:9][CH:10]2[CH2:16][CH2:15][CH2:14][CH2:13][CH2:12][CH2:11]2)=[O:8])=[C:5]([F:19])[CH:4]=1. The yield is 0.950. (2) The reactants are [NH2:1][C:2]1[CH:7]=[CH:6][C:5]([C:8]2[S:12][C:11]([CH2:13][CH2:14][NH:15][S:16]([C:19]([F:22])([F:21])[F:20])(=[O:18])=[O:17])=[N:10][CH:9]=2)=[CH:4][CH:3]=1.[F:23][C:24]1[CH:29]=[C:28]([F:30])[C:27]([F:31])=[CH:26][C:25]=1[N:32]=[C:33]=[O:34]. No catalyst specified. The product is [F:22][C:19]([F:20])([F:21])[S:16]([NH:15][CH2:14][CH2:13][C:11]1[S:12][C:8]([C:5]2[CH:4]=[CH:3][C:2]([NH:1][C:33]([NH:32][C:25]3[CH:26]=[C:27]([F:31])[C:28]([F:30])=[CH:29][C:24]=3[F:23])=[O:34])=[CH:7][CH:6]=2)=[CH:9][N:10]=1)(=[O:18])=[O:17]. The yield is 0.920. (3) The reactants are [CH:1]1([C:6](=[NH:8])[NH2:7])[CH2:5][CH2:4][CH2:3][CH2:2]1.O=[C:10]1[CH2:15][CH2:14][CH2:13][S:12][CH:11]1[C:16](OC)=[O:17].C[O-].[Na+]. The catalyst is C(O)C. The product is [CH:1]1([C:6]2[N:8]=[C:16]([OH:17])[C:11]3[S:12][CH2:13][CH2:14][CH2:15][C:10]=3[N:7]=2)[CH2:5][CH2:4][CH2:3][CH2:2]1. The yield is 0.440. (4) The product is [Br:14][C:9]1[CH:10]=[C:4]([CH:1]([CH3:3])[CH3:2])[C:5]([NH2:6])=[C:7]([CH:11]([CH3:13])[CH3:12])[CH:8]=1. The reactants are [CH:1]([C:4]1[CH:10]=[CH:9][CH:8]=[C:7]([CH:11]([CH3:13])[CH3:12])[C:5]=1[NH2:6])([CH3:3])[CH3:2].[Br:14]N1C(=O)CCC1=O.O. The yield is 0.970. The catalyst is CN(C=O)C. (5) The reactants are [Cl:1][C:2]1[CH:3]=[C:4]([C:9]2([C:24]([F:27])([F:26])[F:25])[O:13][N:12]=[C:11]([C:14]3[CH:19]=[CH:18][C:17]([CH:20]([OH:22])[CH3:21])=[C:16]([CH3:23])[CH:15]=3)[CH2:10]2)[CH:5]=[C:6]([Cl:8])[CH:7]=1.C([O-])(O)=O.[Na+]. The catalyst is C(Cl)Cl. The product is [Cl:1][C:2]1[CH:3]=[C:4]([C:9]2([C:24]([F:26])([F:25])[F:27])[O:13][N:12]=[C:11]([C:14]3[CH:19]=[CH:18][C:17]([C:20](=[O:22])[CH3:21])=[C:16]([CH3:23])[CH:15]=3)[CH2:10]2)[CH:5]=[C:6]([Cl:8])[CH:7]=1. The yield is 0.750. (6) The reactants are C(N(CC)CC)C.Cl.Cl.[CH3:10][N:11]1[C:15]2[C:16]3[CH:17]=[CH:18][CH:19]=[CH:20][C:21]=3[O:22][C:23]3([CH2:28][CH2:27][NH:26][CH2:25][CH2:24]3)[C:14]=2[CH:13]=[N:12]1.[CH:29]([S:32]([C:35]1[CH:43]=[CH:42][C:38]([C:39](O)=[O:40])=[CH:37][C:36]=1[CH3:44])(=[O:34])=[O:33])([CH3:31])[CH3:30].CN(C(ON1N=NC2C=CC=NC1=2)=[N+](C)C)C.F[P-](F)(F)(F)(F)F. The catalyst is ClCCl. The product is [CH:29]([S:32]([C:35]1[CH:43]=[CH:42][C:38]([C:39]([N:26]2[CH2:27][CH2:28][C:23]3([C:14]4[CH:13]=[N:12][N:11]([CH3:10])[C:15]=4[C:16]4[CH:17]=[CH:18][CH:19]=[CH:20][C:21]=4[O:22]3)[CH2:24][CH2:25]2)=[O:40])=[CH:37][C:36]=1[CH3:44])(=[O:34])=[O:33])([CH3:31])[CH3:30]. The yield is 0.650. (7) The reactants are [CH3:1][N:2]([CH3:18])[C:3]1[C:8]([N+:9]([O-])=O)=[CH:7][C:6]([S:12]([NH:15][CH3:16])(=[O:14])=[O:13])=[C:5]([F:17])[CH:4]=1. The catalyst is CO.[Pd]. The product is [NH2:9][C:8]1[C:3]([N:2]([CH3:1])[CH3:18])=[CH:4][C:5]([F:17])=[C:6]([S:12]([NH:15][CH3:16])(=[O:13])=[O:14])[CH:7]=1. The yield is 0.710. (8) The reactants are [F:1][C:2]1([F:14])[CH2:6][NH:5][C@H:4]([CH2:7][C:8](=[O:13])[CH:9]=[C:10]([CH3:12])[CH3:11])[CH2:3]1.C([O-])([O-])=O.[K+].[K+]. The catalyst is CO. The product is [F:14][C:2]1([F:1])[CH2:6][N:5]2[C@H:4]([CH2:7][C:8](=[O:13])[CH2:9][C:10]2([CH3:11])[CH3:12])[CH2:3]1. The yield is 0.690.